Dataset: Peptide-MHC class II binding affinity with 134,281 pairs from IEDB. Task: Regression. Given a peptide amino acid sequence and an MHC pseudo amino acid sequence, predict their binding affinity value. This is MHC class II binding data. (1) The MHC is DRB1_1501 with pseudo-sequence DRB1_1501. The peptide sequence is FIFGEARSLYLNTEL. The binding affinity (normalized) is 0.604. (2) The peptide sequence is VSAIVGAAASVFVCL. The MHC is DRB1_1602 with pseudo-sequence DRB1_1602. The binding affinity (normalized) is 0.195. (3) The peptide sequence is HVQDCDESVLTRLEA. The MHC is DRB3_0301 with pseudo-sequence DRB3_0301. The binding affinity (normalized) is 0.451. (4) The MHC is DRB1_1101 with pseudo-sequence DRB1_1101. The peptide sequence is YDKFAANVSTVLTGK. The binding affinity (normalized) is 0.419. (5) The peptide sequence is LRHFQKDAKVLFQNW. The MHC is DRB1_0101 with pseudo-sequence DRB1_0101. The binding affinity (normalized) is 0.535. (6) The peptide sequence is SSYAATEVANAAAGQ. The MHC is HLA-DPA10301-DPB10402 with pseudo-sequence HLA-DPA10301-DPB10402. The binding affinity (normalized) is 0.456. (7) The peptide sequence is FQTMPGTFQTTTGEI. The MHC is DRB1_0101 with pseudo-sequence DRB1_0101. The binding affinity (normalized) is 0.538. (8) The peptide sequence is NRQILDNAAKYVEHD. The MHC is HLA-DPA10201-DPB10501 with pseudo-sequence HLA-DPA10201-DPB10501. The binding affinity (normalized) is 0.272.